This data is from Forward reaction prediction with 1.9M reactions from USPTO patents (1976-2016). The task is: Predict the product of the given reaction. The product is: [CH3:10][C:11]1([CH3:62])[C:15]2[C:16]3[C:21]([CH:22]=[CH:23][C:14]=2[N+:13]([CH2:24][CH2:25][CH2:26][CH2:27][S:28]([O-:31])(=[O:30])=[O:29])=[C:12]1/[CH:32]=[CH:33]/[CH:34]=[CH:35]/[CH:36]=[CH:37]/[CH:38]=[C:39]1\[C:40]([CH3:61])([CH3:60])[C:41]2[C:59]4[C:54](=[CH:55][CH:56]=[CH:57][CH:58]=4)[CH:53]=[CH:52][C:42]=2[N:43]\1[CH2:44][CH2:45][CH2:46][CH2:47][S:48]([O-:51])(=[O:49])=[O:50])=[CH:20][CH:19]=[CH:18][CH:17]=3.[Na+:63].[CH2:64]([NH2:82])[CH2:65][CH2:66][CH2:67][CH2:68][CH2:69][CH2:70][CH2:71][CH2:72][CH2:73][CH2:74][CH2:75][CH2:76][CH2:77][CH2:78][CH2:79][CH2:80][CH3:81]. Given the reactants N1C(Cl)=NC(Cl)=NC=1Cl.[CH3:10][C:11]1([CH3:62])[C:15]2[C:16]3[C:21]([CH:22]=[CH:23][C:14]=2[N+:13]([CH2:24][CH2:25][CH2:26][CH2:27][S:28]([O-:31])(=[O:30])=[O:29])=[C:12]1/[CH:32]=[CH:33]/[CH:34]=[CH:35]/[CH:36]=[CH:37]/[CH:38]=[C:39]1\[C:40]([CH3:61])([CH3:60])[C:41]2[C:59]4[C:54](=[CH:55][CH:56]=[CH:57][CH:58]=4)[CH:53]=[CH:52][C:42]=2[N:43]\1[CH2:44][CH2:45][CH2:46][CH2:47][S:48]([O-:51])(=[O:50])=[O:49])=[CH:20][CH:19]=[CH:18][CH:17]=3.[Na+:63].[CH2:64]([NH2:82])[CH2:65][CH2:66][CH2:67][CH2:68][CH2:69][CH2:70][CH2:71][CH2:72][CH2:73][CH2:74][CH2:75][CH2:76][CH2:77][CH2:78][CH2:79][CH2:80][CH3:81], predict the reaction product.